From a dataset of Peptide-MHC class I binding affinity with 185,985 pairs from IEDB/IMGT. Regression. Given a peptide amino acid sequence and an MHC pseudo amino acid sequence, predict their binding affinity value. This is MHC class I binding data. (1) The peptide sequence is YMFESKSMK. The MHC is HLA-A02:11 with pseudo-sequence HLA-A02:11. The binding affinity (normalized) is 0.898. (2) The peptide sequence is AVRQKSRWI. The MHC is HLA-A30:01 with pseudo-sequence HLA-A30:01. The binding affinity (normalized) is 0.936. (3) The peptide sequence is AEISGSSPI. The MHC is HLA-B44:02 with pseudo-sequence HLA-B44:02. The binding affinity (normalized) is 0.752. (4) The peptide sequence is RPIFEWIEA. The MHC is HLA-B51:01 with pseudo-sequence HLA-B51:01. The binding affinity (normalized) is 0.443. (5) The peptide sequence is QQFANVISKI. The MHC is HLA-A02:02 with pseudo-sequence HLA-A02:02. The binding affinity (normalized) is 0.636. (6) The peptide sequence is ISLEAGQRF. The MHC is HLA-B40:01 with pseudo-sequence HLA-B40:01. The binding affinity (normalized) is 0.0847. (7) The peptide sequence is QVPLRPMTYK. The MHC is HLA-A31:01 with pseudo-sequence HLA-A31:01. The binding affinity (normalized) is 0.428. (8) The peptide sequence is GEHWLGRIW. The MHC is HLA-B35:01 with pseudo-sequence HLA-B35:01. The binding affinity (normalized) is 0.149.